From a dataset of Reaction yield outcomes from USPTO patents with 853,638 reactions. Predict the reaction yield, written as a fraction of the theoretical maximum amount of product (1.0 means a 100% yield; for example, 0.34 means a 34% yield). The reactants are [OH:1][C:2]1[CH:3]=[C:4]([CH:15]=[C:16]([O:18][C@H:19]2[CH2:23][CH2:22][N:21]([CH3:24])[C:20]2=[O:25])[CH:17]=1)[C:5]([NH:7][C:8]1[CH:13]=[N:12][C:11]([CH3:14])=[CH:10][N:9]=1)=[O:6].F[C:27]1[CH:32]=[CH:31][C:30]([S:33]([CH3:36])(=[O:35])=[O:34])=[CH:29][CH:28]=1.C(=O)([O-])[O-].[K+].[K+]. The catalyst is CC(N(C)C)=O. The product is [CH3:24][N:21]1[CH2:22][CH2:23][C@H:19]([O:18][C:16]2[CH:15]=[C:4]([CH:3]=[C:2]([O:1][C:27]3[CH:32]=[CH:31][C:30]([S:33]([CH3:36])(=[O:35])=[O:34])=[CH:29][CH:28]=3)[CH:17]=2)[C:5]([NH:7][C:8]2[CH:13]=[N:12][C:11]([CH3:14])=[CH:10][N:9]=2)=[O:6])[C:20]1=[O:25]. The yield is 0.680.